From a dataset of Peptide-MHC class II binding affinity with 134,281 pairs from IEDB. Regression. Given a peptide amino acid sequence and an MHC pseudo amino acid sequence, predict their binding affinity value. This is MHC class II binding data. (1) The peptide sequence is KTLEAAFTVSSKRNL. The MHC is HLA-DQA10301-DQB10302 with pseudo-sequence HLA-DQA10301-DQB10302. The binding affinity (normalized) is 0.173. (2) The peptide sequence is GELQIVDKIDAAFYI. The MHC is DRB1_0101 with pseudo-sequence DRB1_0101. The binding affinity (normalized) is 0.540.